From a dataset of Reaction yield outcomes from USPTO patents with 853,638 reactions. Predict the reaction yield, written as a fraction of the theoretical maximum amount of product (1.0 means a 100% yield; for example, 0.34 means a 34% yield). (1) The reactants are [O:1]1[C:5]2[CH:6]=[CH:7][C:8]([C:10]([OH:12])=[O:11])=[CH:9][C:4]=2[CH2:3][CH2:2]1.S(=O)(=O)(O)O.[C:18](=O)(O)[O-].[Na+]. The catalyst is CO. The product is [O:1]1[C:5]2[CH:6]=[CH:7][C:8]([C:10]([O:12][CH3:18])=[O:11])=[CH:9][C:4]=2[CH2:3][CH2:2]1. The yield is 0.980. (2) The reactants are [C:1]([CH2:3][C:4]1[CH:5]=[C:6]([C:12]#[N:13])[CH:7]=[C:8]([CH:11]=1)[C:9]#[N:10])#[N:2].Cl[C:15]1[C:20]([CH:21]([CH3:23])[CH3:22])=[C:19]([O:24][CH3:25])[N:18]=[C:17]([O:26][CH3:27])[N:16]=1.[H-].[Na+]. The catalyst is CN(C=O)C. The product is [C:1]([CH:3]([C:15]1[C:20]([CH:21]([CH3:23])[CH3:22])=[C:19]([O:24][CH3:25])[N:18]=[C:17]([O:26][CH3:27])[N:16]=1)[C:4]1[CH:11]=[C:8]([C:9]#[N:10])[CH:7]=[C:6]([CH:5]=1)[C:12]#[N:13])#[N:2]. The yield is 0.430. (3) The reactants are Br[CH2:2][CH2:3][CH2:4][N:5]1[C:13](=[O:14])[C:12]2[C:7](=[CH:8][CH:9]=[CH:10][CH:11]=2)[C:6]1=[O:15].[Na+].[I-].[Cl:18][C:19]1[CH:20]=[CH:21][C:22]([CH3:31])=[C:23]([N:25]2[CH2:30][CH2:29][NH:28][CH2:27][CH2:26]2)[CH:24]=1. The catalyst is CC(C)=O. The product is [Cl:18][C:19]1[CH:20]=[CH:21][C:22]([CH3:31])=[C:23]([N:25]2[CH2:26][CH2:27][N:28]([CH2:2][CH2:3][CH2:4][N:5]3[C:13](=[O:14])[C:12]4[C:7](=[CH:8][CH:9]=[CH:10][CH:11]=4)[C:6]3=[O:15])[CH2:29][CH2:30]2)[CH:24]=1. The yield is 0.810. (4) The reactants are Cl[C:2]1[N:3]=[C:4]([N:16]2[CH2:21][CH2:20][O:19][CH2:18][C@@H:17]2[CH3:22])[C:5]2[CH2:10][N:9]([CH2:11][C:12]([CH3:15])([CH3:14])[CH3:13])[CH2:8][C:6]=2[N:7]=1.[CH:23]1([NH:26][C:27]([NH:29][C:30]2[CH:35]=[CH:34][C:33](B3OC(C)(C)C(C)(C)O3)=[CH:32][CH:31]=2)=[O:28])[CH2:25][CH2:24]1.C([O-])([O-])=O.[Na+].[Na+]. The catalyst is COC1CCCC1.CCO.O.O.CCOC(C)=O.Cl[Pd](Cl)([P](C1C=CC=CC=1)(C1C=CC=CC=1)C1C=CC=CC=1)[P](C1C=CC=CC=1)(C1C=CC=CC=1)C1C=CC=CC=1. The product is [CH:23]1([NH:26][C:27]([NH:29][C:30]2[CH:35]=[CH:34][C:33]([C:2]3[N:3]=[C:4]([N:16]4[CH2:21][CH2:20][O:19][CH2:18][C@@H:17]4[CH3:22])[C:5]4[CH2:10][N:9]([CH2:11][C:12]([CH3:15])([CH3:14])[CH3:13])[CH2:8][C:6]=4[N:7]=3)=[CH:32][CH:31]=2)=[O:28])[CH2:25][CH2:24]1. The yield is 0.180. (5) The reactants are S(Cl)([Cl:3])=O.Cl.[CH2:6]1[C:9]2([CH2:13][CH:12]([C:14]([OH:16])=[O:15])[CH2:11][S:10]2)[CH2:8][NH:7]1.[CH3:17]O. No catalyst specified. The product is [ClH:3].[CH2:8]1[C:9]2([CH2:13][CH:12]([C:14]([O:16][CH3:17])=[O:15])[CH2:11][S:10]2)[CH2:6][NH:7]1. The yield is 0.840. (6) The reactants are [Cl:1][C:2]1[CH:7]=[CH:6][CH:5]=[CH:4][C:3]=1[N:8]1[C:16]2[CH2:15][CH2:14][N:13]([N:17]3[CH2:22][CH2:21][CH2:20][CH2:19][CH2:18]3)[C:12](=[O:23])[C:11]=2[C:10]([CH3:24])=[C:9]1[C:25]1[CH:30]=[CH:29][C:28]([OH:31])=[CH:27][CH:26]=1.C(N(CC)CC)C.[F:39][C:40]([F:48])([F:47])[CH2:41][CH2:42][S:43](Cl)(=[O:45])=[O:44]. The catalyst is ClCCl. The product is [Cl:1][C:2]1[CH:7]=[CH:6][CH:5]=[CH:4][C:3]=1[N:8]1[C:16]2[CH2:15][CH2:14][N:13]([N:17]3[CH2:18][CH2:19][CH2:20][CH2:21][CH2:22]3)[C:12](=[O:23])[C:11]=2[C:10]([CH3:24])=[C:9]1[C:25]1[CH:26]=[CH:27][C:28]([O:31][S:43]([CH2:42][CH2:41][C:40]([F:48])([F:47])[F:39])(=[O:45])=[O:44])=[CH:29][CH:30]=1. The yield is 0.0900. (7) The reactants are [N+:1]([C:4]1[CH:13]=[CH:12][C:7]2[S:8][CH2:9][CH2:10][NH:11][C:6]=2[CH:5]=1)([O-:3])=[O:2].Cl.Cl[CH2:16][CH2:17][N:18]([CH3:20])[CH3:19].[OH-].[Na+]. The catalyst is [Br-].C([N+](CCCC)(CCCC)CCCC)CCC.ClCCl.O. The product is [CH3:19][N:18]([CH3:20])[CH2:17][CH2:16][N:11]1[CH2:10][CH2:9][S:8][C:7]2[CH:12]=[CH:13][C:4]([N+:1]([O-:3])=[O:2])=[CH:5][C:6]1=2. The yield is 0.117. (8) The reactants are Cl[C:2]1[N:7]=[CH:6][N:5]=[C:4]([NH2:8])[CH:3]=1.CC(C)([O-])C.[K+].[CH:15]1([CH2:18][OH:19])[CH2:17][CH2:16]1.CS(C)=O. The catalyst is O.CCOC(C)=O. The product is [CH:15]1([CH2:18][O:19][C:2]2[N:7]=[CH:6][N:5]=[C:4]([NH2:8])[CH:3]=2)[CH2:17][CH2:16]1. The yield is 0.741.